Dataset: NCI-60 drug combinations with 297,098 pairs across 59 cell lines. Task: Regression. Given two drug SMILES strings and cell line genomic features, predict the synergy score measuring deviation from expected non-interaction effect. Drug 1: C1=CC(=CC=C1CC(C(=O)O)N)N(CCCl)CCCl.Cl. Drug 2: C1=NC(=NC(=O)N1C2C(C(C(O2)CO)O)O)N. Cell line: HCC-2998. Synergy scores: CSS=13.5, Synergy_ZIP=-1.31, Synergy_Bliss=6.38, Synergy_Loewe=1.56, Synergy_HSA=3.24.